From a dataset of Reaction yield outcomes from USPTO patents with 853,638 reactions. Predict the reaction yield, written as a fraction of the theoretical maximum amount of product (1.0 means a 100% yield; for example, 0.34 means a 34% yield). (1) The reactants are [CH3:1][C:2]1[CH:3]=[CH:4][C:5]([NH2:8])=[N:6][CH:7]=1.C[Al](C)C.C.[CH2:14]([O:21][C:22]1[CH:27]=[CH:26][C:25]([C:28]2[N:32]([C:33]3[CH:38]=[CH:37][C:36]([Cl:39])=[CH:35][C:34]=3[Cl:40])[N:31]=[C:30]([C:41](OCC)=[O:42])[C:29]=2[CH3:46])=[CH:24][CH:23]=1)[C:15]1[CH:20]=[CH:19][CH:18]=[CH:17][CH:16]=1. The catalyst is C1(C)C=CC=CC=1. The product is [CH2:14]([O:21][C:22]1[CH:23]=[CH:24][C:25]([C:28]2[N:32]([C:33]3[CH:38]=[CH:37][C:36]([Cl:39])=[CH:35][C:34]=3[Cl:40])[N:31]=[C:30]([C:41]([NH:8][C:5]3[CH:4]=[CH:3][C:2]([CH3:1])=[CH:7][N:6]=3)=[O:42])[C:29]=2[CH3:46])=[CH:26][CH:27]=1)[C:15]1[CH:20]=[CH:19][CH:18]=[CH:17][CH:16]=1. The yield is 0.900. (2) The reactants are [OH:1][C:2]1[CH:7]=[CH:6][C:5]([NH:8][CH:9]=[C:10]2[C:18]3[C:13](=[CH:14][CH:15]=[CH:16][CH:17]=3)[NH:12][C:11]2=[O:19])=[CH:4][CH:3]=1.C(=O)([O-])[O-].[K+].[K+].Br[CH2:27][CH2:28][CH2:29][Cl:30]. The catalyst is CN(C=O)C. The product is [Cl:30][CH2:29][CH2:28][CH2:27][O:1][C:2]1[CH:7]=[CH:6][C:5]([NH:8][CH:9]=[C:10]2[C:18]3[C:13](=[CH:14][CH:15]=[CH:16][CH:17]=3)[NH:12][C:11]2=[O:19])=[CH:4][CH:3]=1. The yield is 0.580. (3) The reactants are [C:1]([C:5]1[CH:10]=[CH:9][C:8]([N+:11]([O-:13])=[O:12])=[CH:7][CH:6]=1)([CH3:4])([CH3:3])[CH3:2].[Br:14]Br.S([O-])(O)=O.[Na+]. The catalyst is S(=O)(=O)(O)O.S([O-])([O-])(=O)=O.[Ag+2]. The product is [Br:14][C:10]1[CH:9]=[C:8]([N+:11]([O-:13])=[O:12])[CH:7]=[CH:6][C:5]=1[C:1]([CH3:4])([CH3:2])[CH3:3]. The yield is 0.980. (4) The reactants are [CH:1]([C:3]1[CH:15]=[CH:14][C:6]([C:7]([N:9]([CH2:12][CH3:13])[CH2:10][CH3:11])=[O:8])=[CH:5][CH:4]=1)=O.N1[C:20]2[CH:21]=[CH:22][CH:23]=[CH:24][C:19]=2N=N1.[CH2:25]([N:28]1[CH2:33][C@H:32]([CH3:34])[NH:31][CH2:30][C@H:29]1[CH3:35])[CH:26]=[CH2:27].C1([Mg]Br)C=CC=CC=1. The catalyst is C1(C)C=CC=CC=1.O. The product is [CH2:25]([N:28]1[C@H:29]([CH3:35])[CH2:30][N:31]([C@H:1]([C:3]2[CH:15]=[CH:14][C:6]([C:7]([N:9]([CH2:12][CH3:13])[CH2:10][CH3:11])=[O:8])=[CH:5][CH:4]=2)[C:19]2[CH:24]=[CH:23][CH:22]=[CH:21][CH:20]=2)[C@@H:32]([CH3:34])[CH2:33]1)[CH:26]=[CH2:27]. The yield is 0.219. (5) The reactants are [CH3:1][C:2]1([CH3:14])[O:7][CH2:6][C:5]2=[CH:8][C:9]([N+:11]([O-])=O)=[N:10][N:4]2[CH2:3]1. The catalyst is [Pd].CO. The product is [CH3:1][C:2]1([CH3:14])[O:7][CH2:6][C:5]2=[CH:8][C:9]([NH2:11])=[N:10][N:4]2[CH2:3]1. The yield is 0.930.